Dataset: NCI-60 drug combinations with 297,098 pairs across 59 cell lines. Task: Regression. Given two drug SMILES strings and cell line genomic features, predict the synergy score measuring deviation from expected non-interaction effect. (1) Drug 1: C1C(C(OC1N2C=C(C(=O)NC2=O)F)CO)O. Drug 2: CCCCCOC(=O)NC1=NC(=O)N(C=C1F)C2C(C(C(O2)C)O)O. Cell line: SR. Synergy scores: CSS=-1.06, Synergy_ZIP=-1.26, Synergy_Bliss=-2.34, Synergy_Loewe=-3.48, Synergy_HSA=-4.18. (2) Drug 1: CN(CCCl)CCCl.Cl. Drug 2: CC(C)CN1C=NC2=C1C3=CC=CC=C3N=C2N. Cell line: NCI/ADR-RES. Synergy scores: CSS=9.61, Synergy_ZIP=-2.74, Synergy_Bliss=-0.948, Synergy_Loewe=-3.29, Synergy_HSA=-3.22.